Task: Regression. Given a peptide amino acid sequence and an MHC pseudo amino acid sequence, predict their binding affinity value. This is MHC class I binding data.. Dataset: Peptide-MHC class I binding affinity with 185,985 pairs from IEDB/IMGT (1) The peptide sequence is FIVEHINAM. The MHC is HLA-B38:01 with pseudo-sequence HLA-B38:01. The binding affinity (normalized) is 0.0847. (2) The peptide sequence is HVPTRGTAM. The MHC is HLA-B07:02 with pseudo-sequence HLA-B07:02. The binding affinity (normalized) is 0.633.